Dataset: Full USPTO retrosynthesis dataset with 1.9M reactions from patents (1976-2016). Task: Predict the reactants needed to synthesize the given product. (1) Given the product [C:31]1(=[O:36])[N:30]([N:24]([C:22](=[O:23])[C@H:9]([CH2:10][CH2:11][CH2:12][CH2:13][NH:14][C:15]([O:17][C:18]([CH3:19])([CH3:20])[CH3:21])=[O:16])[NH:8][C:6]([O:5][C:1]([CH3:2])([CH3:3])[CH3:4])=[O:7])[CH2:25][C:26]([OH:28])=[O:27])[C:34](=[O:35])[CH2:33][CH2:32]1, predict the reactants needed to synthesize it. The reactants are: [C:1]([O:5][C:6]([NH:8][C@H:9]([C:22]([NH:24][CH2:25][C:26]([OH:28])=[O:27])=[O:23])[CH2:10][CH2:11][CH2:12][CH2:13][NH:14][C:15]([O:17][C:18]([CH3:21])([CH3:20])[CH3:19])=[O:16])=[O:7])([CH3:4])([CH3:3])[CH3:2].O[N:30]1[C:34](=[O:35])[CH2:33][CH2:32][C:31]1=[O:36].C1CCC(N=C=NC2CCCCC2)CC1. (2) Given the product [C:1]([NH:4][C:5]1[CH:10]=[C:9]([N:11]2[CH:15]=[C:14]([C:16]([OH:18])=[O:17])[C:13]([I:21])=[N:12]2)[C:8]([CH3:22])=[CH:7][N:6]=1)(=[O:3])[CH3:2], predict the reactants needed to synthesize it. The reactants are: [C:1]([NH:4][C:5]1[CH:10]=[C:9]([N:11]2[CH:15]=[C:14]([C:16]([O:18]CC)=[O:17])[C:13]([I:21])=[N:12]2)[C:8]([CH3:22])=[CH:7][N:6]=1)(=[O:3])[CH3:2].C1COCC1.Cl. (3) Given the product [C:22]([O:26][C:27]([N:29]1[CH2:36][CH2:35][C:32]2([CH2:34][CH2:33]2)[C@H:31]([OH:37])[CH2:30]1)=[O:28])([CH3:25])([CH3:23])[CH3:24], predict the reactants needed to synthesize it. The reactants are: C(O)[C@H]1OC(O)[C@H](O)[C@@H](O)[C@@H]1O.O.O.O.O.O.O.[Cl-].[Mg+2].[Cl-].[C:22]([O:26][C:27]([N:29]1[CH2:36][CH2:35][C:32]2([CH2:34][CH2:33]2)[C:31](=[O:37])[CH2:30]1)=[O:28])([CH3:25])([CH3:24])[CH3:23].O=C[C@@H]([C@H]([C@@H]([C@@H](CO)O)O)O)O.[OH-].[Na+].